This data is from Full USPTO retrosynthesis dataset with 1.9M reactions from patents (1976-2016). The task is: Predict the reactants needed to synthesize the given product. (1) Given the product [Br:1][C:2]1[S:6][C:5]([C:7]([O:9][CH2:14][CH3:15])=[O:8])=[CH:4][CH:3]=1, predict the reactants needed to synthesize it. The reactants are: [Br:1][C:2]1[S:6][C:5]([C:7]([OH:9])=[O:8])=[CH:4][CH:3]=1.O=S(Cl)Cl.[CH3:14][CH2:15]O. (2) Given the product [NH2:24][C:21]1[N:22]=[CH:23][C:18]([C:16]2[CH:15]=[N:14][N:13]([C@H:10]3[CH2:9][CH2:8][C@H:7]([OH:6])[CH2:12][CH2:11]3)[CH:17]=2)=[C:19]2[CH:27]=[C:26]([C:39]3[C:47]4[S:46][N:45]=[N:44][C:43]=4[CH:42]=[CH:41][CH:40]=3)[O:25][C:20]=12, predict the reactants needed to synthesize it. The reactants are: C([Si](C)(C)[O:6][CH:7]1[CH2:12][CH2:11][CH:10]([N:13]2[CH:17]=[C:16]([C:18]3[CH:23]=[N:22][C:21]([NH2:24])=[C:20]4[O:25][C:26](Cl)=[CH:27][C:19]=34)[CH:15]=[N:14]2)[CH2:9][CH2:8]1)(C)(C)C.CC1(C)C(C)(C)OB([C:39]2[C:47]3[S:46][N:45]=[N:44][C:43]=3[CH:42]=[CH:41][CH:40]=2)O1.C(=O)([O-])[O-].[K+].[K+].Cl.